This data is from Full USPTO retrosynthesis dataset with 1.9M reactions from patents (1976-2016). The task is: Predict the reactants needed to synthesize the given product. Given the product [I:1][C:2]1[CH:7]=[CH:6][CH:5]=[CH:4][C:3]=1[O:8][CH2:12][CH2:11][O:10][CH3:9], predict the reactants needed to synthesize it. The reactants are: [I:1][C:2]1[CH:7]=[CH:6][CH:5]=[CH:4][C:3]=1[OH:8].[CH3:9][O:10][CH2:11][CH2:12]Br.C([O-])([O-])=O.[Cs+].[Cs+].